Dataset: Peptide-MHC class I binding affinity with 185,985 pairs from IEDB/IMGT. Task: Regression. Given a peptide amino acid sequence and an MHC pseudo amino acid sequence, predict their binding affinity value. This is MHC class I binding data. (1) The peptide sequence is ETAKVIKLVK. The MHC is HLA-A31:01 with pseudo-sequence HLA-A31:01. The binding affinity (normalized) is 0.155. (2) The MHC is HLA-B44:02 with pseudo-sequence HLA-B44:02. The peptide sequence is FHVNPAFVL. The binding affinity (normalized) is 0.0847. (3) The peptide sequence is GPASLPTAL. The MHC is HLA-B48:01 with pseudo-sequence HLA-B48:01. The binding affinity (normalized) is 0.266. (4) The peptide sequence is PISASDMQK. The MHC is HLA-A11:01 with pseudo-sequence HLA-A11:01. The binding affinity (normalized) is 0.529. (5) The peptide sequence is YEFLQPILL. The MHC is HLA-A68:01 with pseudo-sequence HLA-A68:01. The binding affinity (normalized) is 0. (6) The MHC is HLA-A11:01 with pseudo-sequence HLA-A11:01. The peptide sequence is QLCYCPASKK. The binding affinity (normalized) is 0.578. (7) The peptide sequence is SILSLETVK. The MHC is HLA-A68:01 with pseudo-sequence HLA-A68:01. The binding affinity (normalized) is 0.423.